From a dataset of HIV replication inhibition screening data with 41,000+ compounds from the AIDS Antiviral Screen. Binary Classification. Given a drug SMILES string, predict its activity (active/inactive) in a high-throughput screening assay against a specified biological target. (1) The drug is O=c1[nH]nc(-c2ccccc2)n1N=CCCC=Nn1c(-c2ccccc2)n[nH]c1=O. The result is 0 (inactive). (2) The compound is COC(=O)C1=C(c2ccc3c(c2)OCO3)OC(c2ccc3c(c2)OCO3)C1. The result is 0 (inactive). (3) The molecule is CN1C(=O)C2(Nc3ccccc3N2)c2ccccc21. The result is 0 (inactive). (4) The compound is COc1ccccc1Cn1nc(OC)c2cc([N+](=O)[O-])ccc21. The result is 0 (inactive). (5) The drug is COC(=O)C(COC(C)=O)NC(=O)C=Cc1ccc(O)c(OC(C)=O)c1. The result is 0 (inactive). (6) The molecule is C[PH](C)(C)[Ir+]12([PH](C)(C)C)([PH](C)(C)C)C3=C1CCC(Cc1ccccc1)[C-]2CC3. The result is 0 (inactive).